This data is from hERG Central: cardiac toxicity at 1µM, 10µM, and general inhibition. The task is: Predict hERG channel inhibition at various concentrations. (1) The drug is C/C=C/c1ccc(OCCCNC2CCCC2)c(OC)c1.O=C(O)C(=O)O. Results: hERG_inhib (hERG inhibition (general)): blocker. (2) The drug is Brc1cccc(OCCCN2CCCCCC2)c1.O=C(O)C(=O)O. Results: hERG_inhib (hERG inhibition (general)): blocker. (3) The molecule is CCOCc1cc(CN2CCC(CCC(=O)NC3CC3)CC2)ccc1OC. Results: hERG_inhib (hERG inhibition (general)): blocker.